Dataset: Forward reaction prediction with 1.9M reactions from USPTO patents (1976-2016). Task: Predict the product of the given reaction. (1) Given the reactants [NH2:1][C:2]1[CH:3]=[N:4][C:5]2[C:10]([C:11]=1[NH:12][CH2:13][C:14]([CH3:17])([OH:16])[CH3:15])=[CH:9][CH:8]=[C:7]([CH2:18][C:19]1[CH:24]=[CH:23][CH:22]=[CH:21][CH:20]=1)[CH:6]=2.[NH2:25][C:26]1[CH:27]=[N:28][C:29]2[C:34]([C:35]=1[NH:36][CH2:37][C:38]([CH3:41])([OH:40])[CH3:39])=[CH:33][C:32]([CH2:42][C:43]1[CH:48]=[CH:47][CH:46]=[CH:45][CH:44]=1)=[CH:31][CH:30]=2.[CH:49](OCC)(OCC)OCC, predict the reaction product. The product is: [CH2:18]([C:7]1[CH:8]=[CH:9][C:10]2[C:11]3[N:12]([CH2:13][C:14]([CH3:17])([OH:16])[CH3:15])[CH:26]=[N:1][C:2]=3[CH:3]=[N:4][C:5]=2[CH:6]=1)[C:19]1[CH:20]=[CH:21][CH:22]=[CH:23][CH:24]=1.[CH2:42]([C:32]1[CH:31]=[CH:30][C:29]2[N:28]=[CH:27][C:26]3[N:25]=[CH:49][N:36]([CH2:37][C:38]([CH3:41])([OH:40])[CH3:39])[C:35]=3[C:34]=2[CH:33]=1)[C:43]1[CH:44]=[CH:45][CH:46]=[CH:47][CH:48]=1. (2) Given the reactants C([O:5][C:6](=O)[NH:7][CH2:8][CH:9]1[O:13][C:12](=[O:14])[N:11]([C:15]2[CH:20]=[CH:19][C:18]([N:21]3[CH:26]=[CH:25][C:24](=[O:27])[CH2:23][CH2:22]3)=[CH:17][CH:16]=2)[CH2:10]1)(C)(C)C.[C:29](OC(=O)CC)(=O)[CH2:30]C, predict the reaction product. The product is: [O:14]=[C:12]1[N:11]([C:15]2[CH:20]=[CH:19][C:18]([N:21]3[CH:26]=[CH:25][C:24](=[O:27])[CH2:23][CH2:22]3)=[CH:17][CH:16]=2)[CH2:10][CH:9]([CH2:8][NH:7][C:6](=[O:5])[CH2:29][CH3:30])[O:13]1.